Dataset: Forward reaction prediction with 1.9M reactions from USPTO patents (1976-2016). Task: Predict the product of the given reaction. Given the reactants Cl[C:2]1[CH:7]=[CH:6][N:5]=[C:4]([NH2:8])[C:3]=1[N+:9]([O-:11])=[O:10].[C:12]([C:14]1[CH:19]=[CH:18][C:17](B(O)O)=[CH:16][CH:15]=1)#[N:13].C([O-])([O-])=O.[K+].[K+].C(Cl)Cl, predict the reaction product. The product is: [NH2:8][C:4]1[C:3]([N+:9]([O-:11])=[O:10])=[C:2]([C:17]2[CH:18]=[CH:19][C:14]([C:12]#[N:13])=[CH:15][CH:16]=2)[CH:7]=[CH:6][N:5]=1.